This data is from Full USPTO retrosynthesis dataset with 1.9M reactions from patents (1976-2016). The task is: Predict the reactants needed to synthesize the given product. (1) Given the product [C:53]([OH:60])(=[O:59])[CH2:54][CH2:55][C:56]([OH:58])=[O:57].[C:53]([OH:60])(=[O:59])[CH2:54][CH2:55][C:56]([OH:58])=[O:57].[F:52][C:2]1([F:1])[CH2:3][CH2:4][CH:5]([C:8]2[C:17]3[C@@H:16]([OH:18])[CH2:15][C:14]([CH3:19])([CH3:20])[CH2:13][C:12]=3[N:11]=[C:10]([CH:21]3[CH2:22][CH2:23][N:24]([C:27]4[N:32]=[CH:31][C:30]([O:33][CH2:34][CH2:35][C:36]([OH:39])([CH3:37])[CH3:38])=[CH:29][N:28]=4)[CH2:25][CH2:26]3)[C:9]=2[C@@H:40]([F:51])[C:41]2[CH:46]=[CH:45][C:44]([C:47]([F:48])([F:50])[F:49])=[CH:43][CH:42]=2)[CH2:6][CH2:7]1, predict the reactants needed to synthesize it. The reactants are: [F:1][C:2]1([F:52])[CH2:7][CH2:6][CH:5]([C:8]2[C:17]3[C@@H:16]([OH:18])[CH2:15][C:14]([CH3:20])([CH3:19])[CH2:13][C:12]=3[N:11]=[C:10]([CH:21]3[CH2:26][CH2:25][N:24]([C:27]4[N:32]=[CH:31][C:30]([O:33][CH2:34][CH2:35][C:36]([OH:39])([CH3:38])[CH3:37])=[CH:29][N:28]=4)[CH2:23][CH2:22]3)[C:9]=2[C@@H:40]([F:51])[C:41]2[CH:46]=[CH:45][C:44]([C:47]([F:50])([F:49])[F:48])=[CH:43][CH:42]=2)[CH2:4][CH2:3]1.[C:53]([OH:60])(=[O:59])[CH2:54][CH2:55][C:56]([OH:58])=[O:57].O. (2) Given the product [F:10][C:2]([F:1])([F:9])[C:3]1([NH:13][C:17]([N:46]2[CH2:47][CH2:48][C:49]3[C:54](=[CH:53][CH:52]=[CH:51][CH:50]=3)[C@H:45]2[C:42]2[CH:41]=[CH:40][C:39]([C:38]([F:37])([F:55])[F:56])=[CH:44][CH:43]=2)=[O:27])[CH2:4][CH2:5]1, predict the reactants needed to synthesize it. The reactants are: [F:1][C:2]([F:10])([F:9])[C:3]1(C(O)=O)[CH2:5][CH2:4]1.CC[N:13]([CH:17](C)C)C(C)C.C1(P(N=[N+]=[N-])(C2C=CC=CC=2)=[O:27])C=CC=CC=1.[F:37][C:38]([F:56])([F:55])[C:39]1[CH:44]=[CH:43][C:42]([C@@H:45]2[C:54]3[C:49](=[CH:50][CH:51]=[CH:52][CH:53]=3)[CH2:48][CH2:47][NH:46]2)=[CH:41][CH:40]=1.